This data is from Forward reaction prediction with 1.9M reactions from USPTO patents (1976-2016). The task is: Predict the product of the given reaction. (1) Given the reactants [NH2:1][C:2]1[C:7]([NH2:8])=[C:6]([NH:9][C@@H:10]2[C@@H:15]3[CH2:16][C@@H:12]([CH:13]=[CH:14]3)[C@@H:11]2[C:17]([NH2:19])=[O:18])[C:5]([Cl:20])=[CH:4][N:3]=1.[CH3:21][N:22]1[C:26]([N:27]2[CH2:32][CH2:31][O:30][CH2:29][CH2:28]2)=[C:25]([CH:33]=O)[C:24]([CH3:35])=[N:23]1.C([O-])(=O)C.[NH4+], predict the reaction product. The product is: [Cl:20][C:5]1[C:6]([NH:9][C@@H:10]2[C@@H:15]3[CH2:16][C@@H:12]([CH:13]=[CH:14]3)[C@@H:11]2[C:17]([NH2:19])=[O:18])=[C:7]2[N:8]=[C:33]([C:25]3[C:24]([CH3:35])=[N:23][N:22]([CH3:21])[C:26]=3[N:27]3[CH2:28][CH2:29][O:30][CH2:31][CH2:32]3)[NH:1][C:2]2=[N:3][CH:4]=1. (2) Given the reactants Cl[C:2]1[C:7]([C:8]2[CH:13]=[CH:12][CH:11]=[C:10]([O:14][CH3:15])[CH:9]=2)=[CH:6][N:5]=[C:4]2[N:16]([S:19]([C:22]3[CH:27]=[CH:26][CH:25]=[CH:24][CH:23]=3)(=[O:21])=[O:20])[CH:17]=[CH:18][C:3]=12.[N:28]1([C:34]([O:36][C:37]([CH3:40])([CH3:39])[CH3:38])=[O:35])[CH2:33][CH2:32][NH:31][CH2:30][CH2:29]1.CC1(C)C2C(=C(P(C3C=CC=CC=3)C3C=CC=CC=3)C=CC=2)OC2C(P(C3C=CC=CC=3)C3C=CC=CC=3)=CC=CC1=2.C([O-])([O-])=O.[Cs+].[Cs+], predict the reaction product. The product is: [CH3:15][O:14][C:10]1[CH:9]=[C:8]([C:7]2[C:2]([N:31]3[CH2:30][CH2:29][N:28]([C:34]([O:36][C:37]([CH3:40])([CH3:39])[CH3:38])=[O:35])[CH2:33][CH2:32]3)=[C:3]3[CH:18]=[CH:17][N:16]([S:19]([C:22]4[CH:27]=[CH:26][CH:25]=[CH:24][CH:23]=4)(=[O:21])=[O:20])[C:4]3=[N:5][CH:6]=2)[CH:13]=[CH:12][CH:11]=1.